Dataset: Catalyst prediction with 721,799 reactions and 888 catalyst types from USPTO. Task: Predict which catalyst facilitates the given reaction. (1) Reactant: [CH2:1]([O:3][CH:4]([CH2:10][C:11]1[CH:16]=[CH:15][C:14]([O:17][CH2:18][CH2:19][NH:20][C:21](=[O:34])[C:22]2[CH:27]=[CH:26][C:25]([C:28]3[CH:33]=[CH:32][CH:31]=[CH:30][N:29]=3)=[CH:24][CH:23]=2)=[CH:13][CH:12]=1)[C:5]([O:7]CC)=[O:6])[CH3:2].[OH-].[Na+:36]. Product: [CH2:1]([O:3][CH:4]([CH2:10][C:11]1[CH:12]=[CH:13][C:14]([O:17][CH2:18][CH2:19][NH:20][C:21](=[O:34])[C:22]2[CH:23]=[CH:24][C:25]([C:28]3[CH:33]=[CH:32][CH:31]=[CH:30][N:29]=3)=[CH:26][CH:27]=2)=[CH:15][CH:16]=1)[C:5]([O-:7])=[O:6])[CH3:2].[Na+:36]. The catalyst class is: 5. (2) Reactant: [F:1][C:2]([F:44])([F:43])[C:3]1[CH:4]=[C:5]([CH:36]=[C:37]([C:39]([F:42])([F:41])[F:40])[CH:38]=1)[C:6]([N:8]1[CH2:13][CH2:12][N:11]([CH2:14][C:15]#[C:16][CH2:17][N:18]2[CH2:23][CH2:22][O:21][CH2:20][C@@H:19]2[CH2:24][O:25][CH3:26])[CH2:10][C@H:9]1[CH2:27][C:28]1[CH:33]=[CH:32][C:31]([CH3:34])=[C:30]([CH3:35])[CH:29]=1)=[O:7]. Product: [F:44][C:2]([F:1])([F:43])[C:3]1[CH:4]=[C:5]([CH:36]=[C:37]([C:39]([F:40])([F:42])[F:41])[CH:38]=1)[C:6]([N:8]1[CH2:13][CH2:12][N:11]([CH2:14][CH2:15][CH2:16][CH2:17][N:18]2[CH2:23][CH2:22][O:21][CH2:20][C@@H:19]2[CH2:24][O:25][CH3:26])[CH2:10][C@H:9]1[CH2:27][C:28]1[CH:33]=[CH:32][C:31]([CH3:34])=[C:30]([CH3:35])[CH:29]=1)=[O:7]. The catalyst class is: 129. (3) Reactant: C([O:3][C:4](=[O:33])[CH:5]=[C:6]([C:8]1[O:12][C:11]2[C:13]([C:17]3[CH:22]=[C:21]([CH:23]([CH3:25])[CH3:24])[CH:20]=[C:19]([CH:26]([CH3:28])[CH3:27])[C:18]=3[O:29][CH2:30][CH2:31][CH3:32])=[CH:14][CH:15]=[CH:16][C:10]=2[CH:9]=1)[CH3:7])C.C1COCC1.[Li+].[OH-]. Product: [CH2:30]([O:29][C:18]1[C:19]([CH:26]([CH3:28])[CH3:27])=[CH:20][C:21]([CH:23]([CH3:24])[CH3:25])=[CH:22][C:17]=1[C:13]1[C:11]2[O:12][C:8]([C:6]([CH3:7])=[CH:5][C:4]([OH:33])=[O:3])=[CH:9][C:10]=2[CH:16]=[CH:15][CH:14]=1)[CH2:31][CH3:32]. The catalyst class is: 5. (4) Reactant: [OH-].[K+].[O:3]1[CH:7]=[CH:6][CH:5]=[C:4]1[C:8]([NH:10][NH2:11])=[O:9].[C:12](=S)=[S:13]. Product: [O:3]1[CH:7]=[CH:6][CH:5]=[C:4]1[C:8]1[O:9][C:12]([SH:13])=[N:11][N:10]=1. The catalyst class is: 5. (5) Reactant: [Cl:1][C:2]1[CH:3]=[CH:4][N:5]2[C:10]=1[C:9](=O)[NH:8][CH:7]=[N:6]2.C(N(C(C)C)CC)(C)C.O(Cl)[Cl:22].[P+3].C(=O)(O)[O-].[Na+]. Product: [Cl:22][C:9]1[C:10]2=[C:2]([Cl:1])[CH:3]=[CH:4][N:5]2[N:6]=[CH:7][N:8]=1. The catalyst class is: 11. (6) Reactant: [Br:1][C:2]1[CH:7]=[CH:6][C:5](/[C:8](=[N:22]\[O:23][CH2:24][CH3:25])/[CH:9]2[CH2:14][CH2:13][N:12]([C:15]3([CH3:21])[CH2:20][CH2:19][NH:18][CH2:17][CH2:16]3)[CH2:11][CH2:10]2)=[CH:4][CH:3]=1.[CH2:26]([N:28]1[C:36]2[C:31](=[CH:32][C:33]([C:37](O)=[O:38])=[CH:34][CH:35]=2)[CH:30]=[CH:29]1)[CH3:27].CCN(CC)CC.CN(C(ON1N=NC2C=CC=NC1=2)=[N+](C)C)C.F[P-](F)(F)(F)(F)F. Product: [Br:1][C:2]1[CH:7]=[CH:6][C:5](/[C:8](=[N:22]\[O:23][CH2:24][CH3:25])/[CH:9]2[CH2:10][CH2:11][N:12]([C:15]3([CH3:21])[CH2:20][CH2:19][N:18]([C:37]([C:33]4[CH:32]=[C:31]5[C:36](=[CH:35][CH:34]=4)[N:28]([CH2:26][CH3:27])[CH:29]=[CH:30]5)=[O:38])[CH2:17][CH2:16]3)[CH2:13][CH2:14]2)=[CH:4][CH:3]=1. The catalyst class is: 3. (7) Reactant: [CH3:1][C:2]1([CH3:13])[NH:11][C:10]2[C:5](=[CH:6][CH:7]=[CH:8][CH:9]=2)[NH:4][C:3]1=[O:12].[H-].[Na+].I[CH3:17]. Product: [CH3:17][N:4]1[C:5]2[C:10](=[CH:9][CH:8]=[CH:7][CH:6]=2)[NH:11][C:2]([CH3:13])([CH3:1])[C:3]1=[O:12]. The catalyst class is: 1. (8) Reactant: [NH2:1][C:2]1[CH:7]=[C:6]([NH:8][S:9]([C:12]2[CH:17]=[CH:16][CH:15]=[CH:14][CH:13]=2)(=[O:11])=[O:10])[CH:5]=[CH:4][C:3]=1[CH2:18][C:19]([O:21][C:22]([CH3:25])(C)C)=[O:20].[C:26]([C:28]1[CH:33]=[CH:32][C:31]([CH2:34][C:35]([OH:37])=O)=[CH:30][CH:29]=1)#[N:27].Cl.C(=O)([O-])[O-].[NH4+:43].[NH4+]. Product: [CH2:22]([O:21][C:19]([CH2:18][C:3]1[CH:4]=[CH:5][C:6]([NH:8][S:9]([C:12]2[CH:17]=[CH:16][CH:15]=[CH:14][CH:13]=2)(=[O:11])=[O:10])=[CH:7][C:2]=1[NH:1][C:35]([CH2:34][C:31]1[CH:30]=[CH:29][C:28]([C:26]([NH2:27])=[NH:43])=[CH:33][CH:32]=1)=[O:37])=[O:20])[CH3:25]. The catalyst class is: 214.